From a dataset of Full USPTO retrosynthesis dataset with 1.9M reactions from patents (1976-2016). Predict the reactants needed to synthesize the given product. Given the product [Br:1][C:2]1[CH:3]=[C:4]([S:8]([NH:12][CH:13]2[CH2:14][CH2:15][N:16]([C:19]([O:21][C:22]([CH3:25])([CH3:24])[CH3:23])=[O:20])[CH2:17][CH2:18]2)(=[O:10])=[O:9])[CH:5]=[N:6][CH:7]=1, predict the reactants needed to synthesize it. The reactants are: [Br:1][C:2]1[CH:3]=[C:4]([S:8](Cl)(=[O:10])=[O:9])[CH:5]=[N:6][CH:7]=1.[NH2:12][CH:13]1[CH2:18][CH2:17][N:16]([C:19]([O:21][C:22]([CH3:25])([CH3:24])[CH3:23])=[O:20])[CH2:15][CH2:14]1.C(N(CC)C(C)C)(C)C.